This data is from Catalyst prediction with 721,799 reactions and 888 catalyst types from USPTO. The task is: Predict which catalyst facilitates the given reaction. (1) Product: [C:1]([O:5][C:6]([N:8]([CH2:12][C:13]1[CH:18]=[CH:17][CH:16]=[CH:15][C:14]=1[C:19]1[NH:20][C:21]2[C:26]([C:27]=1[CH:28]1[CH2:33][CH2:32][CH2:31][CH2:30][CH2:29]1)=[CH:25][CH:24]=[C:23]([C:34]([O:36][CH3:37])=[O:35])[CH:22]=2)[CH2:9][CH2:10][O:11][S:46]([CH3:45])(=[O:48])=[O:47])=[O:7])([CH3:4])([CH3:3])[CH3:2]. The catalyst class is: 22. Reactant: [C:1]([O:5][C:6]([N:8]([CH2:12][C:13]1[CH:18]=[CH:17][CH:16]=[CH:15][C:14]=1[C:19]1[NH:20][C:21]2[C:26]([C:27]=1[CH:28]1[CH2:33][CH2:32][CH2:31][CH2:30][CH2:29]1)=[CH:25][CH:24]=[C:23]([C:34]([O:36][CH3:37])=[O:35])[CH:22]=2)[CH2:9][CH2:10][OH:11])=[O:7])([CH3:4])([CH3:3])[CH3:2].C(N(CC)CC)C.[CH3:45][S:46](Cl)(=[O:48])=[O:47].Cl. (2) Reactant: [Li]C(C)(C)C.CCCCCCC.[CH3:13][N:14]([C:21]1[S:22][CH:23]=[CH:24][N:25]=1)[C:15]1[CH:20]=[CH:19][CH:18]=[CH:17][CH:16]=1.[Cl:26][C:27]1[N:32]=[CH:31][C:30]([F:33])=[CH:29][N:28]=1.ClC1C(=O)C(C#N)=C(C#N)C(=O)C=1Cl.O=C1O[C@H]([C@H](CO)O)C([O-])=C1O.[Na+]. Product: [Cl:26][C:27]1[N:32]=[C:31]([C:23]2[S:22][C:21]([N:14]([CH3:13])[C:15]3[CH:16]=[CH:17][CH:18]=[CH:19][CH:20]=3)=[N:25][CH:24]=2)[C:30]([F:33])=[CH:29][N:28]=1. The catalyst class is: 20. (3) Reactant: [CH2:1]([O:5][CH2:6][CH2:7][O:8][C:9]1[CH:14]=[CH:13][C:12]([C:15]2[CH:16]=[CH:17][C:18]3[N:24]([CH2:25][CH:26]([CH3:28])[CH3:27])[CH2:23][CH2:22][C:21]([C:29]([NH:31][C:32]4[N:33]=[N:34][C:35]([S:38][CH2:39][C:40]5[N:41]([CH2:45][CH2:46][CH3:47])[CH:42]=[N:43][CH:44]=5)=[CH:36][CH:37]=4)=[O:30])=[CH:20][C:19]=3[CH:48]=2)=[CH:11][CH:10]=1)[CH2:2][CH2:3][CH3:4].ClC1C=CC=C(C(OO)=[O:57])C=1.S([O-])([O-])(=O)=S.[Na+].[Na+]. Product: [CH2:1]([O:5][CH2:6][CH2:7][O:8][C:9]1[CH:14]=[CH:13][C:12]([C:15]2[CH:16]=[CH:17][C:18]3[N:24]([CH2:25][CH:26]([CH3:27])[CH3:28])[CH2:23][CH2:22][C:21]([C:29]([NH:31][C:32]4[N:33]=[N:34][C:35]([S:38]([CH2:39][C:40]5[N:41]([CH2:45][CH2:46][CH3:47])[CH:42]=[N:43][CH:44]=5)=[O:57])=[CH:36][CH:37]=4)=[O:30])=[CH:20][C:19]=3[CH:48]=2)=[CH:11][CH:10]=1)[CH2:2][CH2:3][CH3:4]. The catalyst class is: 4. (4) Reactant: C([O:3][C:4](=O)[C:5]1[CH:10]=[CH:9][C:8]([N:11]2[C:15]([O:16][CH:17]([F:19])[F:18])=[CH:14][C:13]([C:20]([F:23])([F:22])[F:21])=[N:12]2)=[CH:7][CH:6]=1)C.CC(C[AlH]CC(C)C)C. The catalyst class is: 11. Product: [F:19][CH:17]([F:18])[O:16][C:15]1[N:11]([C:8]2[CH:7]=[CH:6][C:5]([CH2:4][OH:3])=[CH:10][CH:9]=2)[N:12]=[C:13]([C:20]([F:23])([F:22])[F:21])[CH:14]=1.